Dataset: Full USPTO retrosynthesis dataset with 1.9M reactions from patents (1976-2016). Task: Predict the reactants needed to synthesize the given product. (1) Given the product [ClH:39].[ClH:39].[OH:1][C:2]1[CH:24]=[CH:23][C:5]2[C:6](=[O:22])/[C:7](=[CH:9]/[C:10]3[C:18]4[C:13](=[C:14]([N+:19]([O-:21])=[O:20])[CH:15]=[CH:16][CH:17]=4)[NH:12][CH:11]=3)/[O:8][C:4]=2[C:3]=1[CH2:25][N:26]1[CH2:31][CH2:30][NH:29][CH2:28][CH2:27]1, predict the reactants needed to synthesize it. The reactants are: [OH:1][C:2]1[CH:24]=[CH:23][C:5]2[C:6](=[O:22])/[C:7](=[CH:9]/[C:10]3[C:18]4[C:13](=[C:14]([N+:19]([O-:21])=[O:20])[CH:15]=[CH:16][CH:17]=4)[NH:12][CH:11]=3)/[O:8][C:4]=2[C:3]=1[CH2:25][N:26]1[CH2:31][CH2:30][N:29](C(OC(C)(C)C)=O)[CH2:28][CH2:27]1.[ClH:39]. (2) Given the product [OH:25][C:23]([C:22]([F:27])([F:26])[F:21])=[O:24].[N:1]1[CH:6]=[CH:5][CH:4]=[CH:3][C:2]=1[N:7]1[CH2:12][C@@H:11]2[CH2:13][C@H:8]1[CH2:9][NH:10]2, predict the reactants needed to synthesize it. The reactants are: [N:1]1[CH:6]=[CH:5][CH:4]=[CH:3][C:2]=1[N:7]1[CH2:12][C@@H:11]2[CH2:13][C@H:8]1[CH2:9][N:10]2C(OC(C)(C)C)=O.[F:21][C:22]([F:27])([F:26])[C:23]([O-:25])=[O:24].